The task is: Predict which catalyst facilitates the given reaction.. This data is from Catalyst prediction with 721,799 reactions and 888 catalyst types from USPTO. (1) Reactant: [F:1][C:2]1[CH:3]=[C:4]([CH:11]=[C:12](B2OC(C)(C)C(C)(C)O2)[CH:13]=1)[CH2:5][NH:6][S:7]([CH3:10])(=[O:9])=[O:8].Br[C:24]1[CH:25]=[N:26][CH:27]=[C:28]([N+:31]([O-:33])=[O:32])[C:29]=1[NH2:30].C([O-])([O-])=O.[Na+].[Na+].CCOC(C)=O. Product: [NH2:30][C:29]1[C:28]([N+:31]([O-:33])=[O:32])=[CH:27][N:26]=[CH:25][C:24]=1[C:12]1[CH:11]=[C:4]([CH:3]=[C:2]([F:1])[CH:13]=1)[CH2:5][NH:6][S:7]([CH3:10])(=[O:8])=[O:9]. The catalyst class is: 117. (2) Reactant: [H-].[Na+].CCO.[C:6]([CH2:14][C:15]#[N:16])(=O)[C:7]1[CH:12]=[CH:11][CH:10]=[CH:9][CH:8]=1.Cl[C:18]1[N:26]=[CH:25][CH:24]=[CH:23][C:19]=1[C:20]([NH2:22])=[O:21]. Product: [C:7]1([C:6]2[NH:22][C:20](=[O:21])[C:19]3[CH:23]=[CH:24][CH:25]=[N:26][C:18]=3[C:14]=2[C:15]#[N:16])[CH:12]=[CH:11][CH:10]=[CH:9][CH:8]=1. The catalyst class is: 625. (3) Reactant: [O:1]=[C:2]([C:10]1[CH:15]=[CH:14][N:13]=[N:12][CH:11]=1)[CH2:3]P(=O)(OC)OC.C(N(CC)CC)C.[Br:23][C:24]1[CH:31]=[CH:30][C:27]([CH:28]=O)=[CH:26][CH:25]=1. Product: [Br:23][C:24]1[CH:31]=[CH:30][C:27](/[CH:28]=[CH:3]/[C:2]([C:10]2[CH:15]=[CH:14][N:13]=[N:12][CH:11]=2)=[O:1])=[CH:26][CH:25]=1. The catalyst class is: 1. (4) Reactant: [NH2:1][C:2]1[C:10]([N+:11]([O-:13])=[O:12])=[CH:9][C:8]([CH3:14])=[CH:7][C:3]=1[C:4]([OH:6])=[O:5].[CH3:15]COCC. Product: [CH3:15][O:5][C:4](=[O:6])[C:3]1[CH:7]=[C:8]([CH3:14])[CH:9]=[C:10]([N+:11]([O-:13])=[O:12])[C:2]=1[NH2:1]. The catalyst class is: 5. (5) Reactant: [CH3:1][NH:2][C:3](=[O:17])[C@@H:4]([NH:9]C(OC(C)(C)C)=O)[C:5]([CH3:8])([CH3:7])[CH3:6].FC(F)(F)C(O)=O. The catalyst class is: 4. Product: [CH3:1][NH:2][C:3](=[O:17])[C@@H:4]([NH2:9])[C:5]([CH3:8])([CH3:7])[CH3:6]. (6) Reactant: [CH2:1]([O:3][C:4](=[O:35])[CH2:5][CH2:6][CH2:7][C:8]1([C:30]([O:32][CH2:33][CH3:34])=[O:31])[C:14](=O)[C:13]2[CH:16]=[CH:17][CH:18]=[CH:19][C:12]=2[N:11]([S:20]([C:23]2[CH:28]=[CH:27][C:26]([CH3:29])=[CH:25][CH:24]=2)(=[O:22])=[O:21])[CH2:10][CH2:9]1)[CH3:2].[SiH](CC)(CC)CC.C(O)(C(F)(F)F)=O.B(F)(F)F.CCOCC.CS(O)(=O)=O. Product: [CH2:1]([O:3][C:4](=[O:35])[CH2:5][CH2:6][CH2:7][C:8]1([C:30]([O:32][CH2:33][CH3:34])=[O:31])[CH2:14][C:13]2[CH:16]=[CH:17][CH:18]=[CH:19][C:12]=2[N:11]([S:20]([C:23]2[CH:28]=[CH:27][C:26]([CH3:29])=[CH:25][CH:24]=2)(=[O:21])=[O:22])[CH2:10][CH2:9]1)[CH3:2]. The catalyst class is: 68. (7) The catalyst class is: 10. Product: [CH:17]1([N:14]2[CH2:15][CH2:16][C:11]3([CH2:10][C:9](=[O:28])[C:8]4[C:25](=[CH:26][CH:27]=[C:6](/[CH:5]=[CH:4]/[C:3]([OH:2])=[O:29])[CH:7]=4)[O:24]3)[CH2:12][CH2:13]2)[CH2:38][CH2:37][CH2:36][CH2:40]1. Reactant: C[O:2][C:3](=[O:29])/[CH:4]=[CH:5]/[C:6]1[CH:7]=[C:8]2[C:25](=[CH:26][CH:27]=1)[O:24][C:11]1([CH2:16][CH2:15][N:14]([C:17](OC(C)(C)C)=O)[CH2:13][CH2:12]1)[CH2:10][C:9]2=[O:28].C([O-])([O-])=O.[K+].[K+].[CH:36]1(Br)[CH2:40]C[CH2:38][CH2:37]1.